The task is: Predict the product of the given reaction.. This data is from Forward reaction prediction with 1.9M reactions from USPTO patents (1976-2016). (1) Given the reactants Cl.[CH3:2][C:3]1[N:15]2[C:6]([C:7]3[CH:8]=[C:9]([C:24]4[CH:29]=[CH:28][CH:27]=[CH:26][CH:25]=4)[C:10]([C:16]4[CH:21]=[CH:20][C:19]([CH2:22][NH2:23])=[CH:18][CH:17]=4)=[N:11][C:12]=3[CH:13]=[CH:14]2)=[N:5][N:4]=1.C(Cl)C[Cl:32].C1C=CC2N(O)N=NC=2C=1.CCN(C(C)C)C(C)C.Cl.[N:54]1[CH:59]=[CH:58][CH:57]=[C:56]([CH2:60][C:61](O)=[O:62])[CH:55]=1, predict the reaction product. The product is: [Cl-:32].[CH3:2][C:3]1[N:15]2[C:6]([C:7]3[CH:8]=[C:9]([C:24]4[CH:29]=[CH:28][CH:27]=[CH:26][CH:25]=4)[C:10]([C:16]4[CH:17]=[CH:18][C:19]([CH2:22][NH:23][C:61](=[O:62])[CH2:60][C:56]5[CH:55]=[NH+:54][CH:59]=[CH:58][CH:57]=5)=[CH:20][CH:21]=4)=[N:11][C:12]=3[CH:13]=[CH:14]2)=[N:5][N:4]=1. (2) Given the reactants [CH2:1]([O:3][C:4](=[O:16])[CH2:5][N:6]1[C:14]2[C:9](=[CH:10][C:11]([OH:15])=[CH:12][CH:13]=2)[CH:8]=[CH:7]1)[CH3:2].[Cl:17][C:18]1[CH:23]=[CH:22][CH:21]=[C:20]([F:24])[C:19]=1[CH2:25][CH2:26][C:27]1[N:28]=[C:29]([C:35]2[CH:40]=[CH:39][C:38]([C:41]([F:44])([F:43])[F:42])=[CH:37][CH:36]=2)[S:30][C:31]=1[CH:32](O)[CH3:33].C(P(CCCC)CCCC)CCC.N(C(N1CCCCC1)=O)=NC(N1CCCCC1)=O, predict the reaction product. The product is: [CH2:1]([O:3][C:4](=[O:16])[CH2:5][N:6]1[C:14]2[C:9](=[CH:10][C:11]([O:15][CH:32]([C:31]3[S:30][C:29]([C:35]4[CH:40]=[CH:39][C:38]([C:41]([F:44])([F:42])[F:43])=[CH:37][CH:36]=4)=[N:28][C:27]=3[CH2:26][CH2:25][C:19]3[C:20]([F:24])=[CH:21][CH:22]=[CH:23][C:18]=3[Cl:17])[CH3:33])=[CH:12][CH:13]=2)[CH:8]=[CH:7]1)[CH3:2]. (3) Given the reactants CN(C=O)C.CS([O:10][CH2:11][C:12]1[O:16][N:15]=[C:14]([C@@H:17]2[CH2:21][CH2:20][CH2:19][N:18]2[C:22](=[O:37])[C:23]([F:36])([F:35])[C:24]2([OH:34])[CH2:29][C:28]([CH3:31])([CH3:30])[CH2:27][C:26]([CH3:33])([CH3:32])[CH2:25]2)[CH:13]=1)(=O)=O.[CH3:38][O:39][C:40]1[CH:41]=[C:42](O)[CH:43]=[C:44]([O:48][CH3:49])[C:45]=1[O:46][CH3:47].C([O-])([O-])=O.[K+].[K+], predict the reaction product. The product is: [F:35][C:23]([F:36])([C:24]1([OH:34])[CH2:29][C:28]([CH3:31])([CH3:30])[CH2:27][C:26]([CH3:33])([CH3:32])[CH2:25]1)[C:22]([N:18]1[CH2:19][CH2:20][CH2:21][C@H:17]1[C:14]1[CH:13]=[C:12]([CH2:11][O:10][C:42]2[CH:43]=[C:44]([O:48][CH3:49])[C:45]([O:46][CH3:47])=[C:40]([O:39][CH3:38])[CH:41]=2)[O:16][N:15]=1)=[O:37]. (4) Given the reactants [C:1]1([C:7]2[CH:11]=[C:10]([C:12]([OH:14])=O)[O:9][N:8]=2)[CH:6]=[CH:5][CH:4]=[CH:3][CH:2]=1.CN(C(O[N:23]1[N:31]=[N:30]C2C=CC=CC1=2)=[N+](C)C)C.F[P-](F)(F)(F)(F)F.[N-]=[N+]=[N-].[Na+].CCN(C(C)C)C(C)C, predict the reaction product. The product is: [C:1]1([C:7]2[CH:11]=[C:10]([C:12]([N:30]=[N+:31]=[N-:23])=[O:14])[O:9][N:8]=2)[CH:6]=[CH:5][CH:4]=[CH:3][CH:2]=1. (5) Given the reactants [CH:1]1([C:7]([OH:9])=O)[CH2:6][CH2:5][CH2:4][CH2:3][CH2:2]1.[C:10](Cl)(=[O:14])[C:11](Cl)=O.[NH2:16][C:17]1[S:18][C:19]([C:45]2[CH:50]=[CH:49][N:48]=[CH:47][CH:46]=2)=[C:20]([C:22]2[C:23]([F:44])=[C:24]([N:29]([CH2:41][O:42][CH3:43])[S:30]([C:33]3[CH:38]=[C:37]([F:39])[CH:36]=[CH:35][C:34]=3[F:40])(=[O:32])=[O:31])[CH:25]=[CH:26][C:27]=2[F:28])[N:21]=1, predict the reaction product. The product is: [CH:11]1([C:10]([N:16]([C:17]2[S:18][C:19]([C:45]3[CH:46]=[CH:47][N:48]=[CH:49][CH:50]=3)=[C:20]([C:22]3[C:27]([F:28])=[CH:26][CH:25]=[C:24]([N:29]([S:30]([C:33]4[CH:38]=[C:37]([F:39])[CH:36]=[CH:35][C:34]=4[F:40])(=[O:32])=[O:31])[CH2:41][O:42][CH3:43])[C:23]=3[F:44])[N:21]=2)[C:7]([CH:1]2[CH2:2][CH2:3][CH2:4][CH2:5][CH2:6]2)=[O:9])=[O:14])[CH2:5][CH2:6][CH2:1][CH2:2][CH2:3]1. (6) Given the reactants [NH2:1][C:2]1[CH:7]=[CH:6][N:5]=[CH:4][N:3]=1.C[Si]([N-][Si](C)(C)C)(C)C.[Na+].Cl[C:19]1[N:24]=[C:23]([N:25]2[CH2:30][CH2:29][O:28][CH2:27][CH2:26]2)[N:22]=[C:21]([N:31]2[C:35]3[CH:36]=[CH:37][CH:38]=[C:39]([O:40][CH3:41])[C:34]=3[N:33]=[C:32]2[CH:42]([F:44])[F:43])[N:20]=1.C(O)(=O)C, predict the reaction product. The product is: [F:44][CH:42]([F:43])[C:32]1[N:31]([C:21]2[N:22]=[C:23]([N:25]3[CH2:30][CH2:29][O:28][CH2:27][CH2:26]3)[N:24]=[C:19]([NH:1][C:2]3[CH:7]=[CH:6][N:5]=[CH:4][N:3]=3)[N:20]=2)[C:35]2[CH:36]=[CH:37][CH:38]=[C:39]([O:40][CH3:41])[C:34]=2[N:33]=1. (7) The product is: [OH:5][CH2:4][CH2:3][CH2:2][NH:1][C:6](=[O:7])[O:8][C:9]([CH3:12])([CH3:11])[CH3:10]. Given the reactants [NH2:1][CH2:2][CH2:3][CH2:4][OH:5].[C:6](O[C:6]([O:8][C:9]([CH3:12])([CH3:11])[CH3:10])=[O:7])([O:8][C:9]([CH3:12])([CH3:11])[CH3:10])=[O:7], predict the reaction product. (8) Given the reactants [NH:1]1[CH2:4][CH:3]([O:5][C:6]2[CH:11]=[CH:10][C:9]([CH2:12][N:13]([CH3:15])[CH3:14])=[CH:8][C:7]=2[CH3:16])[CH2:2]1.[C:17]1([C:23]2[O:27][C:26]([C:28](OCC)=[O:29])=[N:25][N:24]=2)[CH:22]=[CH:21][CH:20]=[CH:19][CH:18]=1, predict the reaction product. The product is: [CH3:14][N:13]([CH3:15])[CH2:12][C:9]1[CH:10]=[CH:11][C:6]([O:5][CH:3]2[CH2:2][N:1]([C:28]([C:26]3[O:27][C:23]([C:17]4[CH:18]=[CH:19][CH:20]=[CH:21][CH:22]=4)=[N:24][N:25]=3)=[O:29])[CH2:4]2)=[C:7]([CH3:16])[CH:8]=1.